This data is from Full USPTO retrosynthesis dataset with 1.9M reactions from patents (1976-2016). The task is: Predict the reactants needed to synthesize the given product. (1) Given the product [Cl:4][C:5]1[CH:6]=[CH:7][C:8]([C:11]2[C:12]([C:29]3[CH:34]=[CH:33][C:32]([Cl:35])=[CH:31][C:30]=3[Cl:36])=[N:13][C:14]([O:20][C:21]3[CH:26]=[CH:25][C:24]([F:27])=[C:23]([F:28])[CH:22]=3)=[C:15]([CH:19]=2)[C:16]([Cl:2])=[O:18])=[CH:9][CH:10]=1, predict the reactants needed to synthesize it. The reactants are: C(Cl)[Cl:2].[Cl:4][C:5]1[CH:10]=[CH:9][C:8]([C:11]2[C:12]([C:29]3[CH:34]=[CH:33][C:32]([Cl:35])=[CH:31][C:30]=3[Cl:36])=[N:13][C:14]([O:20][C:21]3[CH:26]=[CH:25][C:24]([F:27])=[C:23]([F:28])[CH:22]=3)=[C:15]([CH:19]=2)[C:16]([OH:18])=O)=[CH:7][CH:6]=1.C(Cl)(=O)C(Cl)=O. (2) Given the product [Cl:9][C:10]1[CH:11]=[C:12]([CH:23]=[C:24]([Cl:26])[CH:25]=1)[O:13][C:14]1[C:18]([CH2:19][CH3:20])=[N:17][N:16]([CH2:2][C:3]([O:5][CH3:6])=[O:4])[C:15]=1[CH2:21][CH3:22], predict the reactants needed to synthesize it. The reactants are: Br[CH2:2][C:3]([O:5][CH3:6])=[O:4].[H-].[Na+].[Cl:9][C:10]1[CH:11]=[C:12]([CH:23]=[C:24]([Cl:26])[CH:25]=1)[O:13][C:14]1[C:15]([CH2:21][CH3:22])=[N:16][NH:17][C:18]=1[CH2:19][CH3:20]. (3) Given the product [CH:26]1([N:1]2[CH2:4][CH:3]([CH2:5][O:6][C:7]3[CH:16]=[C:15]4[C:10]([CH:11]([C:18]5[CH:19]=[CH:20][C:21]([S:24][CH3:25])=[CH:22][CH:23]=5)[CH2:12][N:13]([CH3:17])[CH2:14]4)=[CH:9][CH:8]=3)[CH2:2]2)[CH2:29][CH2:28][CH2:27]1, predict the reactants needed to synthesize it. The reactants are: [NH:1]1[CH2:4][CH:3]([CH2:5][O:6][C:7]2[CH:16]=[C:15]3[C:10]([CH:11]([C:18]4[CH:23]=[CH:22][C:21]([S:24][CH3:25])=[CH:20][CH:19]=4)[CH2:12][N:13]([CH3:17])[CH2:14]3)=[CH:9][CH:8]=2)[CH2:2]1.[C:26]1(=O)[CH2:29][CH2:28][CH2:27]1.[BH-](OC(C)=O)(OC(C)=O)OC(C)=O.[Na+]. (4) Given the product [CH:1]1([C:4]2[C:5]([O:15][C@@H:16]3[CH2:21][CH2:20][CH2:19][N:18]([C@H:22]([C:25]4[CH:30]=[C:29]([Cl:31])[CH:28]=[C:27]([Cl:32])[CH:26]=4)[CH2:23][O:24][CH3:35])[CH2:17]3)=[CH:6][C:7]([F:14])=[C:8]([CH:13]=2)[C:9]([O:11][CH3:12])=[O:10])[CH2:2][CH2:3]1, predict the reactants needed to synthesize it. The reactants are: [CH:1]1([C:4]2[C:5]([O:15][C@@H:16]3[CH2:21][CH2:20][CH2:19][N:18]([C@H:22]([C:25]4[CH:30]=[C:29]([Cl:31])[CH:28]=[C:27]([Cl:32])[CH:26]=4)[CH2:23][OH:24])[CH2:17]3)=[CH:6][C:7]([F:14])=[C:8]([CH:13]=2)[C:9]([O:11][CH3:12])=[O:10])[CH2:3][CH2:2]1.[H-].[Na+].[CH3:35]I.O. (5) Given the product [F:17][C:5]1[C:6]([NH:8][C:9]2[CH:10]=[CH:11][C:12]([F:15])=[CH:13][CH:14]=2)=[N:7][C:2]([NH:8][C:9]2[CH:14]=[CH:13][CH:12]=[CH:11][CH:10]=2)=[N:3][CH:4]=1, predict the reactants needed to synthesize it. The reactants are: Cl[C:2]1[N:7]=[C:6]([NH:8][C:9]2[CH:14]=[CH:13][C:12]([F:15])=[C:11](C)[CH:10]=2)[C:5]([F:17])=[CH:4][N:3]=1.